From a dataset of Forward reaction prediction with 1.9M reactions from USPTO patents (1976-2016). Predict the product of the given reaction. (1) Given the reactants [Cl:1][C:2]1[CH:3]=[C:4]([B:8]([OH:10])[OH:9])[CH:5]=[CH:6][CH:7]=1.[NH:11]([CH2:15][CH2:16]O)[CH2:12][CH2:13]O, predict the reaction product. The product is: [Cl:1][C:2]1[CH:3]=[C:4]([B:8]2[O:10][CH2:16][CH2:15][NH:11][CH2:12][CH2:13][O:9]2)[CH:5]=[CH:6][CH:7]=1. (2) Given the reactants [Cl:1][C:2]1[CH:26]=[CH:25][C:5]([C:6]([NH:8][CH:9]([CH2:13][C:14]2[C:23]3[C:18](=[CH:19][CH:20]=[CH:21][CH:22]=3)[NH:17][C:16](=[O:24])[CH:15]=2)[C:10]([OH:12])=[S:11])=[O:7])=[CH:4][CH:3]=1.I[CH3:28], predict the reaction product. The product is: [Cl:1][C:2]1[CH:3]=[CH:4][C:5]([C:6]([NH:8][CH:9]([CH2:13][C:14]2[C:23]3[C:18](=[CH:19][CH:20]=[CH:21][CH:22]=3)[NH:17][C:16](=[O:24])[CH:15]=2)[C:10]([S:11][CH3:28])=[O:12])=[O:7])=[CH:25][CH:26]=1. (3) The product is: [Cl:1][C:2]1[CH:7]=[CH:6][C:5]([CH:8]2[C:9]3[N:21]([CH3:20])[N:22]=[C:14]([CH:16]4[CH2:18][CH2:17]4)[C:10]=3[C:11](=[O:13])[NH:12]2)=[CH:4][CH:3]=1. Given the reactants [Cl:1][C:2]1[CH:7]=[CH:6][C:5]([CH:8]2[NH:12][C:11](=[O:13])[CH:10]([C:14]([CH:16]3[CH2:18][CH2:17]3)=O)[C:9]2=O)=[CH:4][CH:3]=1.[CH3:20][NH:21][NH2:22], predict the reaction product.